Dataset: NCI-60 drug combinations with 297,098 pairs across 59 cell lines. Task: Regression. Given two drug SMILES strings and cell line genomic features, predict the synergy score measuring deviation from expected non-interaction effect. (1) Drug 1: C1=CC(=C2C(=C1NCCNCCO)C(=O)C3=C(C=CC(=C3C2=O)O)O)NCCNCCO. Drug 2: N.N.Cl[Pt+2]Cl. Cell line: U251. Synergy scores: CSS=20.0, Synergy_ZIP=-7.65, Synergy_Bliss=-12.1, Synergy_Loewe=-29.9, Synergy_HSA=-11.2. (2) Drug 1: C1=CC(=CC=C1CCCC(=O)O)N(CCCl)CCCl. Drug 2: CC1CCCC2(C(O2)CC(NC(=O)CC(C(C(=O)C(C1O)C)(C)C)O)C(=CC3=CSC(=N3)C)C)C. Cell line: HCC-2998. Synergy scores: CSS=10.5, Synergy_ZIP=-6.94, Synergy_Bliss=-5.48, Synergy_Loewe=-39.8, Synergy_HSA=-1.34.